This data is from Catalyst prediction with 721,799 reactions and 888 catalyst types from USPTO. The task is: Predict which catalyst facilitates the given reaction. (1) Reactant: C([O:5][C:6](=[O:42])[CH2:7][N:8](C(OC(C)(C)C)=O)[C:9]1[CH:14]=[CH:13][CH:12]=[C:11]([CH:15]([CH2:26][C:27]2[CH:32]=[CH:31][C:30]([NH:33][CH3:34])=[CH:29][CH:28]=2)[NH:16][S:17]([C:20]2[CH:21]=[N:22][CH:23]=[CH:24][CH:25]=2)(=[O:19])=[O:18])[N:10]=1)(C)(C)C.Cl.O1CCOCC1. Product: [CH3:34][NH:33][C:30]1[CH:31]=[CH:32][C:27]([CH2:26][CH:15]([NH:16][S:17]([C:20]2[CH:21]=[N:22][CH:23]=[CH:24][CH:25]=2)(=[O:19])=[O:18])[C:11]2[N:10]=[C:9]([NH:8][CH2:7][C:6]([OH:42])=[O:5])[CH:14]=[CH:13][CH:12]=2)=[CH:28][CH:29]=1. The catalyst class is: 2. (2) Reactant: [BH-](OC(C)=O)(OC(C)=O)OC(C)=O.[Na+].[CH:15]([C:17]1[C:18]([C:22]2[CH:23]=[C:24]([C:27]#[N:28])[NH:25][CH:26]=2)=[N:19][NH:20][CH:21]=1)=O.[CH3:29][C@@H:30]1[CH2:35][NH:34][CH2:33][CH2:32][N:31]1[C:36]1[CH:41]=[CH:40][C:39]([C:42]([F:45])([F:44])[F:43])=[CH:38][N:37]=1.C(O)(=O)C. The catalyst class is: 2. Product: [CH3:29][C@H:30]1[N:31]([C:36]2[CH:41]=[CH:40][C:39]([C:42]([F:45])([F:43])[F:44])=[CH:38][N:37]=2)[CH2:32][CH2:33][N:34]([CH2:15][C:17]2[C:18]([C:22]3[CH:23]=[C:24]([C:27]#[N:28])[NH:25][CH:26]=3)=[N:19][NH:20][CH:21]=2)[CH2:35]1. (3) Reactant: [NH2:1][C:2]1[CH:3]=[C:4]([C:8]#[C:9][C:10]2[CH:11]=[N:12][C:13]([NH:16][CH2:17][CH2:18][CH2:19][N:20]([CH3:22])[CH3:21])=[N:14][CH:15]=2)[CH:5]=[CH:6][CH:7]=1.N1C=CC=CC=1.Cl[C:30]([O:32][C:33]1[CH:38]=[CH:37][CH:36]=[CH:35][CH:34]=1)=[O:31]. Product: [C:33]1([O:32][C:30](=[O:31])[NH:1][C:2]2[CH:7]=[CH:6][CH:5]=[C:4]([C:8]#[C:9][C:10]3[CH:11]=[N:12][C:13]([NH:16][CH2:17][CH2:18][CH2:19][N:20]([CH3:22])[CH3:21])=[N:14][CH:15]=3)[CH:3]=2)[CH:38]=[CH:37][CH:36]=[CH:35][CH:34]=1. The catalyst class is: 1. (4) Reactant: [CH2:1]([N:5]1C[CH2:9][CH2:8][CH2:7][C:6]1=O)[CH:2]([CH3:4])[CH3:3].CS(O)(=O)=O.[C:17](=[O:20])([O-])[O-:18].[Na+].[Na+].[Br:23][C:24]1[CH:25]=[CH:26][C:27](F)=[C:28]([CH:31]=1)[CH:29]=[O:30].Cl. Product: [Br:23][C:24]1[CH:25]=[CH:26][C:27]([N:5]([CH2:6][CH2:7][CH2:8][CH2:9][C:17]([OH:18])=[O:20])[CH2:1][CH:2]([CH3:4])[CH3:3])=[C:28]([CH:29]=[O:30])[CH:31]=1. The catalyst class is: 58. (5) Reactant: C[O:2][C:3](=[O:12])[C:4]1[CH:9]=[CH:8][C:7]([Br:10])=[C:6]([CH3:11])[CH:5]=1. Product: [Br:10][C:7]1[CH:8]=[CH:9][C:4]([C:3]([OH:12])=[O:2])=[CH:5][C:6]=1[CH3:11]. The catalyst class is: 821. (6) Reactant: [CH2:1]([O:3][C:4]([C:6]1[S:7][C:8]2[CH:14]=[C:13]([CH:15](C(O)=O)[C:16]([OH:18])=[O:17])[CH:12]=[CH:11][C:9]=2[CH:10]=1)=[O:5])[CH3:2]. Product: [CH2:1]([O:3][C:4]([C:6]1[S:7][C:8]2[CH:14]=[C:13]([CH2:15][C:16]([OH:18])=[O:17])[CH:12]=[CH:11][C:9]=2[CH:10]=1)=[O:5])[CH3:2]. The catalyst class is: 6. (7) Reactant: C[O:2][C:3](=O)[C@@H:4]([N:14]1[C:23](=[O:24])[C:22]2[C:17](=[CH:18][C:19]([C:25]#[C:26][C:27]3[CH:32]=[CH:31][C:30]([CH2:33][N:34]4[CH2:39][CH2:38][O:37][CH2:36][CH2:35]4)=[CH:29][CH:28]=3)=[CH:20][CH:21]=2)[N:16]=[CH:15]1)[CH2:5][NH:6]C(OC(C)(C)C)=O.Cl.[NH2:42][OH:43].[OH-].[K+]. Product: [NH2:6][CH2:5][C@H:4]([N:14]1[C:23](=[O:24])[C:22]2[C:17](=[CH:18][C:19]([C:25]#[C:26][C:27]3[CH:28]=[CH:29][C:30]([CH2:33][N:34]4[CH2:35][CH2:36][O:37][CH2:38][CH2:39]4)=[CH:31][CH:32]=3)=[CH:20][CH:21]=2)[N:16]=[CH:15]1)[C:3]([NH:42][OH:43])=[O:2]. The catalyst class is: 5. (8) Reactant: C([O-])([O-])=O.[Cs+].[Cs+].[F:7][C:8]([F:12])([F:11])[CH2:9][OH:10].[NH2:13][C:14]1[N:19]=[C:18]([C:20]2[CH:25]=[CH:24][C:23]([CH2:26][C@H:27]([NH:31][C:32]([O:34][C:35]([CH3:38])([CH3:37])[CH3:36])=[O:33])[C:28]([OH:30])=[O:29])=[CH:22][CH:21]=2)[CH:17]=[C:16](Cl)[N:15]=1.O.O1[CH2:46][CH2:45][O:44][CH2:43]C1. Product: [NH2:13][C:14]1[N:19]=[C:18]([C:20]2[CH:25]=[CH:24][C:23]([CH2:26][C@H:27]([NH:31][C:32]([O:34][C:35]([CH3:38])([CH3:37])[CH3:36])=[O:33])[C:28]([OH:30])=[O:29])=[CH:22][CH:21]=2)[CH:17]=[C:16]([O:10][CH:9]([C:23]2[CH:24]=[CH:25][C:20]([C:18]3[CH:17]=[CH:16][CH:46]=[C:45]([O:44][CH3:43])[N:19]=3)=[CH:21][CH:22]=2)[C:8]([F:12])([F:11])[F:7])[N:15]=1. The catalyst class is: 13.